Dataset: Catalyst prediction with 721,799 reactions and 888 catalyst types from USPTO. Task: Predict which catalyst facilitates the given reaction. (1) Reactant: [F:1][C:2]1[C:7]([O:8][CH3:9])=[CH:6][C:5]([O:10][CH3:11])=[C:4]([F:12])[C:3]=1[N:13]1[CH2:22][C:21]2[CH:20]=[N:19][C:18]3[N:23]([S:29]([C:32]4[CH:37]=[CH:36][CH:35]=[CH:34][CH:33]=4)(=[O:31])=[O:30])[C:24]([CH2:26][CH:27]=O)=[CH:25][C:17]=3[C:16]=2[C:15]([CH3:39])([CH3:38])[C:14]1=[O:40].[NH:41]1[CH2:46][CH2:45][O:44][CH2:43][CH2:42]1.C(O)(=O)C.C(O[BH-](OC(=O)C)OC(=O)C)(=O)C.[Na+]. Product: [F:12][C:4]1[C:5]([O:10][CH3:11])=[CH:6][C:7]([O:8][CH3:9])=[C:2]([F:1])[C:3]=1[N:13]1[CH2:22][C:21]2[CH:20]=[N:19][C:18]3[N:23]([S:29]([C:32]4[CH:37]=[CH:36][CH:35]=[CH:34][CH:33]=4)(=[O:31])=[O:30])[C:24]([CH2:26][CH2:27][N:41]4[CH2:46][CH2:45][O:44][CH2:43][CH2:42]4)=[CH:25][C:17]=3[C:16]=2[C:15]([CH3:39])([CH3:38])[C:14]1=[O:40]. The catalyst class is: 2. (2) Reactant: [Cl:1][C:2]1[CH:7]=[CH:6][C:5]([C:8]2[C:9]([S:14]([NH:17][C:18]3[C:27]4[CH2:26][CH2:25][C@H:24](NC)[CH2:23][C:22]=4[C:21]([O:30][CH3:31])=[CH:20][CH:19]=3)(=[O:16])=[O:15])=[CH:10][CH:11]=[CH:12][CH:13]=2)=[CH:4][CH:3]=1.[C:32](O[C:32]([O:34][C:35]([CH3:38])([CH3:37])[CH3:36])=[O:33])([O:34][C:35]([CH3:38])([CH3:37])[CH3:36])=[O:33].C[CH2:48][N:49](C(C)C)C(C)C. Product: [Cl:1][C:2]1[CH:7]=[CH:6][C:5]([C:8]2[CH:13]=[CH:12][CH:11]=[CH:10][C:9]=2[S:14]([NH:17][C:18]2[CH:19]=[CH:20][C:21]([O:30][CH3:31])=[C:22]3[C:27]=2[CH2:26][CH2:25][C@H:24]([CH2:48][NH:49][C:32](=[O:33])[O:34][C:35]([CH3:38])([CH3:37])[CH3:36])[CH2:23]3)(=[O:16])=[O:15])=[CH:4][CH:3]=1. The catalyst class is: 4. (3) Reactant: [NH2:1][C@H:2]([CH2:22][C:23]1[CH:28]=[C:27]([F:29])[C:26]([F:30])=[CH:25][C:24]=1[F:31])[CH2:3][C:4]([N:6]1[CH2:11][CH2:10][N:9]2[C:12]([C:18]([F:21])([F:20])[F:19])=[N:13][C:14]([C:15]([OH:17])=[O:16])=[C:8]2[CH2:7]1)=[O:5].[OH-].[Ca+2:33].[OH-]. Product: [NH2:1][C@H:2]([CH2:22][C:23]1[CH:28]=[C:27]([F:29])[C:26]([F:30])=[CH:25][C:24]=1[F:31])[CH2:3][C:4]([N:6]1[CH2:11][CH2:10][N:9]2[C:12]([C:18]([F:21])([F:19])[F:20])=[N:13][C:14]([C:15]([O-:17])=[O:16])=[C:8]2[CH2:7]1)=[O:5].[Ca+2:33].[NH2:1][C@H:2]([CH2:22][C:23]1[CH:28]=[C:27]([F:29])[C:26]([F:30])=[CH:25][C:24]=1[F:31])[CH2:3][C:4]([N:6]1[CH2:11][CH2:10][N:9]2[C:12]([C:18]([F:21])([F:19])[F:20])=[N:13][C:14]([C:15]([O-:17])=[O:16])=[C:8]2[CH2:7]1)=[O:5]. The catalyst class is: 5.